From a dataset of Forward reaction prediction with 1.9M reactions from USPTO patents (1976-2016). Predict the product of the given reaction. (1) Given the reactants [F:1][C:2]([F:22])([F:21])[C:3]1[C:11]2[CH2:10][CH2:9][CH2:8][CH2:7][C:6]=2[N:5]([C:12]2[CH:20]=[CH:19][C:15]([C:16]([OH:18])=O)=[CH:14][CH:13]=2)[N:4]=1.[CH3:23][NH:24][CH2:25][C:26]1[CH:31]=[CH:30][CH:29]=[CH:28][CH:27]=1, predict the reaction product. The product is: [CH3:23][N:24]([CH2:25][C:26]1[CH:31]=[CH:30][CH:29]=[CH:28][CH:27]=1)[C:16](=[O:18])[C:15]1[CH:14]=[CH:13][C:12]([N:5]2[C:6]3[CH2:7][CH2:8][CH2:9][CH2:10][C:11]=3[C:3]([C:2]([F:1])([F:21])[F:22])=[N:4]2)=[CH:20][CH:19]=1. (2) Given the reactants [CH3:1][C:2]1[N:3]=[CH:4][S:5][C:6]=1[CH2:7][CH2:8][NH2:9].Cl[C:11]1[CH:16]=[C:15]([C:17]2[CH:22]=[CH:21][CH:20]=[C:19]([CH3:23])[C:18]=2[CH3:24])[N:14]=[C:13]([NH2:25])[N:12]=1, predict the reaction product. The product is: [CH3:24][C:18]1[C:19]([CH3:23])=[CH:20][CH:21]=[CH:22][C:17]=1[C:15]1[N:14]=[C:13]([NH2:25])[N:12]=[C:11]([NH:9][CH2:8][CH2:7][C:6]2[S:5][CH:4]=[N:3][C:2]=2[CH3:1])[CH:16]=1. (3) Given the reactants [Br:1][C:2]1[CH:9]=[C:8](F)[CH:7]=[CH:6][C:3]=1[C:4]#[N:5].[NH2:11][C@H:12]([CH2:16][C:17]1[C:25]2[C:20](=[CH:21][CH:22]=[CH:23][CH:24]=2)[NH:19][CH:18]=1)[C:13]([NH2:15])=[O:14].CCN(C(C)C)C(C)C.O, predict the reaction product. The product is: [Br:1][C:2]1[CH:9]=[C:8]([NH:11][C@H:12]([CH2:16][C:17]2[C:25]3[C:20](=[CH:21][CH:22]=[CH:23][CH:24]=3)[NH:19][CH:18]=2)[C:13]([NH2:15])=[O:14])[CH:7]=[CH:6][C:3]=1[C:4]#[N:5].